From a dataset of Forward reaction prediction with 1.9M reactions from USPTO patents (1976-2016). Predict the product of the given reaction. (1) Given the reactants [CH3:1][C:2]1([CH3:10])[O:7][C:6](=[O:8])[CH2:5][C:4](=[O:9])[O:3]1.CCN=C=NCCCN(C)C.Cl.[CH3:23][C:24]1[C:28]2[CH:29]=[C:30]([C:33](O)=[O:34])[CH:31]=[CH:32][C:27]=2[O:26][CH:25]=1.Cl, predict the reaction product. The product is: [CH3:1][C:2]1([CH3:10])[O:7][C:6](=[O:8])[CH:5]([C:33]([C:30]2[CH:31]=[CH:32][C:27]3[O:26][CH:25]=[C:24]([CH3:23])[C:28]=3[CH:29]=2)=[O:34])[C:4](=[O:9])[O:3]1. (2) Given the reactants [CH2:1]([N:8]([CH2:25][CH3:26])[C:9]1[CH:18]=[C:17]2[C:12]([CH:13]=[C:14]([C:20]([O:22]CC)=[O:21])[C:15](=[O:19])[O:16]2)=[CH:11][CH:10]=1)[C:2]1[CH:7]=[CH:6][CH:5]=[CH:4][CH:3]=1.[OH-].[Na+].Cl, predict the reaction product. The product is: [CH2:1]([N:8]([CH2:25][CH3:26])[C:9]1[CH:18]=[C:17]2[C:12]([CH:13]=[C:14]([C:20]([OH:22])=[O:21])[C:15](=[O:19])[O:16]2)=[CH:11][CH:10]=1)[C:2]1[CH:3]=[CH:4][CH:5]=[CH:6][CH:7]=1. (3) Given the reactants [CH2:1]([C:3]1[N:7]([C:8]2[N:16]=[C:15]3[C:11]([N:12]=[C:13]([C:18]4([OH:24])[CH2:23][CH2:22][NH:21][CH2:20][CH2:19]4)[N:14]3[CH3:17])=[C:10]([N:25]3[CH2:30][CH2:29][O:28][CH2:27][CH2:26]3)[N:9]=2)[C:6]2[CH:31]=[CH:32][CH:33]=[CH:34][C:5]=2[N:4]=1)[CH3:2].[OH:35][C:36]([CH3:41])([CH3:40])[C:37](O)=[O:38].CCN(C(C)C)C(C)C.CN(C(ON1N=NC2C=CC=NC1=2)=[N+](C)C)C.F[P-](F)(F)(F)(F)F, predict the reaction product. The product is: [CH2:1]([C:3]1[N:7]([C:8]2[N:16]=[C:15]3[C:11]([N:12]=[C:13]([C:18]4([OH:24])[CH2:19][CH2:20][N:21]([C:37](=[O:38])[C:36]([OH:35])([CH3:41])[CH3:40])[CH2:22][CH2:23]4)[N:14]3[CH3:17])=[C:10]([N:25]3[CH2:26][CH2:27][O:28][CH2:29][CH2:30]3)[N:9]=2)[C:6]2[CH:31]=[CH:32][CH:33]=[CH:34][C:5]=2[N:4]=1)[CH3:2]. (4) Given the reactants [N:1]1[CH:6]=[CH:5][CH:4]=[C:3]([CH2:7][CH2:8][CH2:9][N:10]2[CH2:15][CH2:14][N:13](C(OC(C)(C)C)=O)[CH2:12][CH2:11]2)[CH:2]=1.[ClH:23].O1CCOCC1, predict the reaction product. The product is: [ClH:23].[ClH:23].[ClH:23].[N:1]1[CH:6]=[CH:5][CH:4]=[C:3]([CH2:7][CH2:8][CH2:9][N:10]2[CH2:15][CH2:14][NH:13][CH2:12][CH2:11]2)[CH:2]=1.